From a dataset of Merck oncology drug combination screen with 23,052 pairs across 39 cell lines. Regression. Given two drug SMILES strings and cell line genomic features, predict the synergy score measuring deviation from expected non-interaction effect. (1) Drug 1: CN1C(=O)C=CC2(C)C3CCC4(C)C(NC(=O)OCC(F)(F)F)CCC4C3CCC12. Drug 2: COc1cc(C2c3cc4c(cc3C(OC3OC5COC(C)OC5C(O)C3O)C3COC(=O)C23)OCO4)cc(OC)c1O. Cell line: UWB1289BRCA1. Synergy scores: synergy=12.7. (2) Drug 1: O=C(CCCCCCC(=O)Nc1ccccc1)NO. Drug 2: Cc1nc(Nc2ncc(C(=O)Nc3c(C)cccc3Cl)s2)cc(N2CCN(CCO)CC2)n1. Cell line: UACC62. Synergy scores: synergy=21.6. (3) Drug 1: N#Cc1ccc(Cn2cncc2CN2CCN(c3cccc(Cl)c3)C(=O)C2)cc1. Drug 2: COc1cc(C2c3cc4c(cc3C(OC3OC5COC(C)OC5C(O)C3O)C3COC(=O)C23)OCO4)cc(OC)c1O. Cell line: SW837. Synergy scores: synergy=3.74. (4) Drug 1: CCC1(O)CC2CN(CCc3c([nH]c4ccccc34)C(C(=O)OC)(c3cc4c(cc3OC)N(C)C3C(O)(C(=O)OC)C(OC(C)=O)C5(CC)C=CCN6CCC43C65)C2)C1. Drug 2: Cn1c(=O)n(-c2ccc(C(C)(C)C#N)cc2)c2c3cc(-c4cnc5ccccc5c4)ccc3ncc21. Cell line: HCT116. Synergy scores: synergy=22.0. (5) Cell line: SKMEL30. Drug 1: Nc1ccn(C2OC(CO)C(O)C2(F)F)c(=O)n1. Synergy scores: synergy=11.3. Drug 2: Cn1c(=O)n(-c2ccc(C(C)(C)C#N)cc2)c2c3cc(-c4cnc5ccccc5c4)ccc3ncc21. (6) Drug 2: O=C(NOCC(O)CO)c1ccc(F)c(F)c1Nc1ccc(I)cc1F. Drug 1: O=S1(=O)NC2(CN1CC(F)(F)F)C1CCC2Cc2cc(C=CCN3CCC(C(F)(F)F)CC3)ccc2C1. Cell line: COLO320DM. Synergy scores: synergy=9.58. (7) Drug 2: CCN(CC)CCNC(=O)c1c(C)[nH]c(C=C2C(=O)Nc3ccc(F)cc32)c1C. Cell line: OV90. Synergy scores: synergy=13.7. Drug 1: CCC1=CC2CN(C1)Cc1c([nH]c3ccccc13)C(C(=O)OC)(c1cc3c(cc1OC)N(C)C1C(O)(C(=O)OC)C(OC(C)=O)C4(CC)C=CCN5CCC31C54)C2. (8) Drug 1: CN(Cc1cnc2nc(N)nc(N)c2n1)c1ccc(C(=O)NC(CCC(=O)O)C(=O)O)cc1. Drug 2: CCN(CC)CCNC(=O)c1c(C)[nH]c(C=C2C(=O)Nc3ccc(F)cc32)c1C. Cell line: UWB1289. Synergy scores: synergy=-1.08. (9) Drug 2: C#Cc1cccc(Nc2ncnc3cc(OCCOC)c(OCCOC)cc23)c1. Cell line: HT144. Drug 1: O=P1(N(CCCl)CCCl)NCCCO1. Synergy scores: synergy=-13.6.